This data is from Forward reaction prediction with 1.9M reactions from USPTO patents (1976-2016). The task is: Predict the product of the given reaction. Given the reactants [Br:1][C:2]1[CH:7]=[CH:6][C:5]([C:8](=O)[CH2:9][CH2:10][C:11]([OH:13])=O)=[CH:4][CH:3]=1.[NH2:15][NH2:16], predict the reaction product. The product is: [Br:1][C:2]1[CH:7]=[CH:6][C:5]([C:8]2[CH2:9][CH2:10][C:11](=[O:13])[NH:15][N:16]=2)=[CH:4][CH:3]=1.